This data is from Reaction yield outcomes from USPTO patents with 853,638 reactions. The task is: Predict the reaction yield, written as a fraction of the theoretical maximum amount of product (1.0 means a 100% yield; for example, 0.34 means a 34% yield). (1) The reactants are [C:1]1([NH:7][NH2:8])[CH:6]=[CH:5][CH:4]=[CH:3][CH:2]=1.[CH3:9][O:10][C:11](OC)=[C:12]([C:15]#[N:16])[C:13]#[N:14]. The catalyst is C(O)C. The product is [NH2:16][C:15]1[N:7]([C:1]2[CH:6]=[CH:5][CH:4]=[CH:3][CH:2]=2)[N:8]=[C:11]([O:10][CH3:9])[C:12]=1[C:13]#[N:14]. The yield is 0.456. (2) The reactants are [C:1]1(=[O:8])[O:7][CH:4]([CH2:5][CH3:6])[CH2:3][CH2:2]1.[CH3:9][O:10][C:11]1[CH:18]=[CH:17][C:14]([CH2:15][NH2:16])=[CH:13][CH:12]=1. The catalyst is C(OCC)(=O)C. The product is [CH3:9][O:10][C:11]1[CH:18]=[CH:17][C:14]([CH2:15][NH:16][C:1](=[O:8])[CH2:2][CH2:3][CH:4]([OH:7])[CH2:5][CH3:6])=[CH:13][CH:12]=1. The yield is 0.728. (3) The reactants are [Br:1][C:2]1[CH:3]=[N:4][CH:5]=[C:6]([OH:8])[CH:7]=1.[C:9](OC(=O)C)(=[O:11])[CH3:10].C(N(CC)CC)C. The catalyst is C1COCC1.C(OCC)C. The product is [C:9]([O:8][C:6]1[CH:5]=[N:4][CH:3]=[C:2]([Br:1])[CH:7]=1)(=[O:11])[CH3:10]. The yield is 0.840. (4) The reactants are S(=O)(=O)(O)O.[N+]([C:9]1[CH:10]=C(S([O-])(=O)=O)C=C[CH:14]=1)([O-])=O.[Na+].[Br:20][C:21]1[CH:27]=[CH:26][C:24]([NH2:25])=[C:23]([F:28])[CH:22]=1.N. The catalyst is O.OCC(CO)O. The product is [Br:20][C:21]1[CH:27]=[C:26]2[C:24](=[C:23]([F:28])[CH:22]=1)[N:25]=[CH:10][CH:9]=[CH:14]2. The yield is 0.970. (5) The reactants are [N:1]1[O:2][C:3]([C:10]([OH:12])=O)=[C:4]2[CH:9]=[CH:8][CH:7]=[CH:6][C:5]=12.[N:13]1([CH2:19][C:20]2[CH:34]=[CH:33][C:23]3[NH:24][C:25]([C:27]4[C:31]([NH2:32])=[CH:30][NH:29][N:28]=4)=[N:26][C:22]=3[CH:21]=2)[CH2:18][CH2:17][O:16][CH2:15][CH2:14]1.C(Cl)CCl.C1C=CC2N(O)N=NC=2C=1. The catalyst is CN(C=O)C. The product is [N:13]1([CH2:19][C:20]2[CH:34]=[CH:33][C:23]3[NH:24][C:25]([C:27]4[C:31]([NH:32][C:10]([C:3]5[O:2][N:1]=[C:5]6[CH:6]=[CH:7][CH:8]=[CH:9][C:4]=56)=[O:12])=[CH:30][NH:29][N:28]=4)=[N:26][C:22]=3[CH:21]=2)[CH2:18][CH2:17][O:16][CH2:15][CH2:14]1. The yield is 0.320. (6) The reactants are [CH2:1]([C:5]1[CH:6]=[C:7]2[C:12](=[C:13]([O:15][CH:16]3[CH2:21][CH2:20][N:19]([CH2:22][CH2:23][CH2:24][CH2:25][NH2:26])[CH2:18][CH2:17]3)[CH:14]=1)[N:11]=[CH:10][CH:9]=[CH:8]2)[CH2:2][CH2:3][CH3:4].C(N(CC)CC)C.[CH2:34]([S:36]([Cl:39])(=[O:38])=[O:37])[CH3:35].C(O)(C)C. The catalyst is ClCCl.CO.Cl.C(OCC)(=O)C. The product is [ClH:39].[ClH:39].[CH2:1]([C:5]1[CH:6]=[C:7]2[C:12](=[C:13]([O:15][CH:16]3[CH2:21][CH2:20][N:19]([CH2:22][CH2:23][CH2:24][CH2:25][NH:26][S:36]([CH2:34][CH3:35])(=[O:38])=[O:37])[CH2:18][CH2:17]3)[CH:14]=1)[N:11]=[CH:10][CH:9]=[CH:8]2)[CH2:2][CH2:3][CH3:4]. The yield is 0.531. (7) The reactants are [Br:1][C:2]1[S:3][C:4]([CH3:10])=[C:5]([CH2:7][CH2:8][OH:9])[N:6]=1.O[C:12]1[CH:13]=[C:14]2[C:18](=[CH:19][CH:20]=1)[C@H:17]([CH2:21][C:22]([O:24][CH2:25][CH3:26])=[O:23])[CH2:16][CH2:15]2.C1C=CC(P(C2C=CC=CC=2)C2C=CC=CC=2)=CC=1.C1CCN(C(N=NC(N2CCCCC2)=O)=O)CC1. The catalyst is C1COCC1. The product is [Br:1][C:2]1[S:3][C:4]([CH3:10])=[C:5]([CH2:7][CH2:8][O:9][C:12]2[CH:13]=[C:14]3[C:18](=[CH:19][CH:20]=2)[C@H:17]([CH2:21][C:22]([O:24][CH2:25][CH3:26])=[O:23])[CH2:16][CH2:15]3)[N:6]=1. The yield is 0.760. (8) The reactants are [CH:1]1([C@H:5]2[C@H:14]([CH3:15])[C@@H:13]([NH:16][C:17](=[O:26])[O:18][CH2:19][C:20]3[CH:25]=[CH:24][CH:23]=[CH:22][CH:21]=3)[C:12]3[C:7](=[CH:8][CH:9]=[CH:10][CH:11]=3)[NH:6]2)[CH2:4][CH2:3][CH2:2]1.N1C=CC=CC=1.[C:33](Cl)(=[O:35])[CH3:34]. The catalyst is C(Cl)Cl. The product is [C:33]([N:6]1[C:7]2[C:12](=[CH:11][CH:10]=[CH:9][CH:8]=2)[C@H:13]([NH:16][C:17](=[O:26])[O:18][CH2:19][C:20]2[CH:25]=[CH:24][CH:23]=[CH:22][CH:21]=2)[C@@H:14]([CH3:15])[C@@H:5]1[CH:1]1[CH2:4][CH2:3][CH2:2]1)(=[O:35])[CH3:34]. The yield is 0.870.